This data is from NCI-60 drug combinations with 297,098 pairs across 59 cell lines. The task is: Regression. Given two drug SMILES strings and cell line genomic features, predict the synergy score measuring deviation from expected non-interaction effect. (1) Drug 1: CCC(=C(C1=CC=CC=C1)C2=CC=C(C=C2)OCCN(C)C)C3=CC=CC=C3.C(C(=O)O)C(CC(=O)O)(C(=O)O)O. Drug 2: CC1C(C(CC(O1)OC2CC(CC3=C2C(=C4C(=C3O)C(=O)C5=CC=CC=C5C4=O)O)(C(=O)C)O)N)O. Cell line: MOLT-4. Synergy scores: CSS=41.5, Synergy_ZIP=1.09, Synergy_Bliss=-1.12, Synergy_Loewe=-6.40, Synergy_HSA=-1.61. (2) Drug 1: C1=CC(=C2C(=C1NCCNCCO)C(=O)C3=C(C=CC(=C3C2=O)O)O)NCCNCCO. Drug 2: C1CC(=O)NC(=O)C1N2C(=O)C3=CC=CC=C3C2=O. Cell line: CCRF-CEM. Synergy scores: CSS=61.1, Synergy_ZIP=2.19, Synergy_Bliss=3.40, Synergy_Loewe=-32.7, Synergy_HSA=3.73. (3) Drug 1: CN(C)N=NC1=C(NC=N1)C(=O)N. Drug 2: C1=NC2=C(N1)C(=S)N=C(N2)N. Cell line: A549. Synergy scores: CSS=51.5, Synergy_ZIP=-2.80, Synergy_Bliss=-1.60, Synergy_Loewe=-30.6, Synergy_HSA=-1.18. (4) Drug 1: CS(=O)(=O)C1=CC(=C(C=C1)C(=O)NC2=CC(=C(C=C2)Cl)C3=CC=CC=N3)Cl. Drug 2: CC1=C(N=C(N=C1N)C(CC(=O)N)NCC(C(=O)N)N)C(=O)NC(C(C2=CN=CN2)OC3C(C(C(C(O3)CO)O)O)OC4C(C(C(C(O4)CO)O)OC(=O)N)O)C(=O)NC(C)C(C(C)C(=O)NC(C(C)O)C(=O)NCCC5=NC(=CS5)C6=NC(=CS6)C(=O)NCCC[S+](C)C)O. Cell line: PC-3. Synergy scores: CSS=-0.566, Synergy_ZIP=-0.731, Synergy_Bliss=-2.01, Synergy_Loewe=-9.55, Synergy_HSA=-2.45. (5) Drug 1: CC1=CC2C(CCC3(C2CCC3(C(=O)C)OC(=O)C)C)C4(C1=CC(=O)CC4)C. Drug 2: CC1C(C(CC(O1)OC2CC(OC(C2O)C)OC3=CC4=CC5=C(C(=O)C(C(C5)C(C(=O)C(C(C)O)O)OC)OC6CC(C(C(O6)C)O)OC7CC(C(C(O7)C)O)OC8CC(C(C(O8)C)O)(C)O)C(=C4C(=C3C)O)O)O)O. Cell line: OVCAR3. Synergy scores: CSS=9.14, Synergy_ZIP=0.749, Synergy_Bliss=8.27, Synergy_Loewe=-93.1, Synergy_HSA=5.73. (6) Drug 1: C1CN1P(=S)(N2CC2)N3CC3. Drug 2: B(C(CC(C)C)NC(=O)C(CC1=CC=CC=C1)NC(=O)C2=NC=CN=C2)(O)O. Cell line: CAKI-1. Synergy scores: CSS=50.1, Synergy_ZIP=-6.57, Synergy_Bliss=-2.35, Synergy_Loewe=-3.31, Synergy_HSA=-1.56. (7) Drug 1: C1=C(C(=O)NC(=O)N1)N(CCCl)CCCl. Drug 2: CC1C(C(CC(O1)OC2CC(CC3=C2C(=C4C(=C3O)C(=O)C5=CC=CC=C5C4=O)O)(C(=O)C)O)N)O. Cell line: COLO 205. Synergy scores: CSS=55.3, Synergy_ZIP=-6.69, Synergy_Bliss=-4.81, Synergy_Loewe=-3.97, Synergy_HSA=0.127.